This data is from Full USPTO retrosynthesis dataset with 1.9M reactions from patents (1976-2016). The task is: Predict the reactants needed to synthesize the given product. (1) Given the product [O:1]=[C:2]1[CH2:3][CH2:4][N:5]([C:8]([O:10][C:11]([CH3:14])([CH3:13])[CH3:12])=[O:9])[CH2:6][CH:7]1[C:32](=[O:33])[C:31]([F:38])([F:37])[F:30], predict the reactants needed to synthesize it. The reactants are: [O:1]=[C:2]1[CH2:7][CH2:6][N:5]([C:8]([O:10][C:11]([CH3:14])([CH3:13])[CH3:12])=[O:9])[CH2:4][CH2:3]1.[Li+].C[Si]([N-][Si](C)(C)C)(C)C.C1COCC1.[F:30][C:31]([F:38])([F:37])[C:32](OCC)=[O:33]. (2) Given the product [N:1]1[CH:2]=[CH:3][C:4]([C:7]2[C:15]3[C:10](=[CH:11][CH:12]=[CH:13][CH:14]=3)[NH:9][C:8]=2[C:16]([NH:22][NH2:23])=[O:18])=[CH:5][CH:6]=1, predict the reactants needed to synthesize it. The reactants are: [N:1]1[CH:6]=[CH:5][C:4]([C:7]2[C:15]3[C:10](=[CH:11][CH:12]=[CH:13][CH:14]=3)[NH:9][C:8]=2[C:16]([O:18]CC)=O)=[CH:3][CH:2]=1.O.[NH2:22][NH2:23]. (3) Given the product [CH3:26][C:27]1([CH3:42])[C:31]2=[N:32][CH:33]=[C:34]([N:36]3[CH2:41][CH2:40][O:39][CH2:38][CH2:37]3)[CH:35]=[C:30]2[N:29]([C:2]2[C:11]3[C:6](=[CH:7][C:8]([F:13])=[CH:9][C:10]=3[F:12])[N:5]=[C:4]([C:14]3[CH:19]=[C:18]([CH3:20])[CH:17]=[CH:16][C:15]=3[S:21]([CH3:24])(=[O:23])=[O:22])[C:3]=2[CH3:25])[CH2:28]1, predict the reactants needed to synthesize it. The reactants are: Cl[C:2]1[C:11]2[C:6](=[CH:7][C:8]([F:13])=[CH:9][C:10]=2[F:12])[N:5]=[C:4]([C:14]2[CH:19]=[C:18]([CH3:20])[CH:17]=[CH:16][C:15]=2[S:21]([CH3:24])(=[O:23])=[O:22])[C:3]=1[CH3:25].[CH3:26][C:27]1([CH3:42])[C:31]2=[N:32][CH:33]=[C:34]([N:36]3[CH2:41][CH2:40][O:39][CH2:38][CH2:37]3)[CH:35]=[C:30]2[NH:29][CH2:28]1. (4) Given the product [NH2:15][C@H:10]1[CH2:11][CH2:12][CH2:13][CH2:14][C@H:9]1[NH:8][C:6]1[C:5]([F:23])=[CH:4][C:3]([C:24]([NH2:25])=[O:35])=[C:2]([NH:26][C:27]2[CH:28]=[N:29][CH:30]=[C:31]([F:33])[CH:32]=2)[N:7]=1.[C:24]([C:3]1[CH:4]=[C:5]([F:23])[C:6]([NH:8][C@@H:9]2[CH2:14][CH2:13][CH2:12][CH2:11][C@@H:10]2[NH:15][C:16](=[O:22])[O:17][C:18]([CH3:21])([CH3:20])[CH3:19])=[N:7][C:2]=1[NH:26][C:27]1[CH:28]=[N:29][CH:30]=[C:31]([F:33])[CH:32]=1)#[N:25], predict the reactants needed to synthesize it. The reactants are: Cl[C:2]1[N:7]=[C:6]([NH:8][C@@H:9]2[CH2:14][CH2:13][CH2:12][CH2:11][C@@H:10]2[NH:15][C:16](=[O:22])[O:17][C:18]([CH3:21])([CH3:20])[CH3:19])[C:5]([F:23])=[CH:4][C:3]=1[C:24]#[N:25].[NH2:26][C:27]1[CH:28]=[N:29][CH:30]=[C:31]([F:33])[CH:32]=1.C(=O)([O-])[O-:35].[Cs+].[Cs+]. (5) Given the product [F:37][C:30]([F:38])([C:31]1[CH:36]=[CH:35][CH:34]=[CH:33][N:32]=1)[CH2:29][NH:18][C:14]1[CH:15]=[CH:16][CH:17]=[C:11]2[O:10][C:9]([CH2:8][C:7]3[CH:19]=[CH:20][CH:21]=[CH:22][C:6]=3[N:1]3[CH:5]=[N:4][N:3]=[N:2]3)=[N:13][C:12]=12, predict the reactants needed to synthesize it. The reactants are: [N:1]1([C:6]2[CH:22]=[CH:21][CH:20]=[CH:19][C:7]=2[CH2:8][C:9]2[O:10][C:11]3[C:12](=[C:14]([NH2:18])[CH:15]=[CH:16][CH:17]=3)[N:13]=2)[CH:5]=[N:4][N:3]=[N:2]1.FC(F)(F)S(O[CH2:29][C:30]([F:38])([F:37])[C:31]1[CH:36]=[CH:35][CH:34]=[CH:33][N:32]=1)(=O)=O.CCN(C(C)C)C(C)C. (6) Given the product [Br:1][C:2]1[CH:6]=[C:5]([N:7]2[C:12](=[S:27])[CH2:11][CH2:10][CH2:9][CH:8]2[CH2:14][CH3:15])[S:4][C:3]=1[C:16]#[N:17], predict the reactants needed to synthesize it. The reactants are: [Br:1][C:2]1[CH:6]=[C:5]([N:7]2[C:12](=O)[CH2:11][CH2:10][CH2:9][CH:8]2[CH2:14][CH3:15])[S:4][C:3]=1[C:16]#[N:17].COC1C=CC(P2(SP(C3C=CC(OC)=CC=3)(=S)S2)=[S:27])=CC=1.